From a dataset of NCI-60 drug combinations with 297,098 pairs across 59 cell lines. Regression. Given two drug SMILES strings and cell line genomic features, predict the synergy score measuring deviation from expected non-interaction effect. Drug 1: CS(=O)(=O)C1=CC(=C(C=C1)C(=O)NC2=CC(=C(C=C2)Cl)C3=CC=CC=N3)Cl. Drug 2: CCN(CC)CCNC(=O)C1=C(NC(=C1C)C=C2C3=C(C=CC(=C3)F)NC2=O)C. Cell line: HCC-2998. Synergy scores: CSS=7.24, Synergy_ZIP=-1.60, Synergy_Bliss=-1.15, Synergy_Loewe=-3.10, Synergy_HSA=-4.05.